This data is from Forward reaction prediction with 1.9M reactions from USPTO patents (1976-2016). The task is: Predict the product of the given reaction. (1) Given the reactants [C:1]([C@H:5]([N:9]([C:11](=[O:20])[C:12]1[CH:17]=[C:16]([CH3:18])[CH:15]=[C:14]([CH3:19])[CH:13]=1)[NH2:10])[CH2:6][CH2:7][CH3:8])([CH3:4])([CH3:3])[CH3:2].[CH2:21]([C:23]1[C:31]([O:32][CH3:33])=[CH:30][CH:29]=[CH:28][C:24]=1[C:25](Cl)=[O:26])[CH3:22], predict the reaction product. The product is: [C:1]([C@H:5]([N:9]([C:11](=[O:20])[C:12]1[CH:17]=[C:16]([CH3:18])[CH:15]=[C:14]([CH3:19])[CH:13]=1)[NH:10][C:25](=[O:26])[C:24]1[CH:28]=[CH:29][CH:30]=[C:31]([O:32][CH3:33])[C:23]=1[CH2:21][CH3:22])[CH2:6][CH2:7][CH3:8])([CH3:4])([CH3:2])[CH3:3]. (2) The product is: [Cl:29][C:25]1[CH:26]=[CH:27][CH:28]=[C:23]([Cl:22])[C:24]=1[C:30]1[C:34]([CH2:35][O:1][C:2]2[CH:3]=[CH:4][C:5]([S:8][C:9]3[C:14]4[CH:15]=[C:16]([C:18]([O:20][CH3:21])=[O:19])[S:17][C:13]=4[CH:12]=[CH:11][CH:10]=3)=[CH:6][CH:7]=2)=[C:33]([CH:37]([CH3:39])[CH3:38])[O:32][N:31]=1. Given the reactants [OH:1][C:2]1[CH:7]=[CH:6][C:5]([S:8][C:9]2[C:14]3[CH:15]=[C:16]([C:18]([O:20][CH3:21])=[O:19])[S:17][C:13]=3[CH:12]=[CH:11][CH:10]=2)=[CH:4][CH:3]=1.[Cl:22][C:23]1[CH:28]=[CH:27][CH:26]=[C:25]([Cl:29])[C:24]=1[C:30]1[C:34]([CH2:35]O)=[C:33]([CH:37]([CH3:39])[CH3:38])[O:32][N:31]=1.C1(P(C2C=CC=CC=2)C2C=CC=CC=2)C=CC=CC=1.N(C(OC(C)C)=O)=NC(OC(C)C)=O, predict the reaction product.